This data is from Catalyst prediction with 721,799 reactions and 888 catalyst types from USPTO. The task is: Predict which catalyst facilitates the given reaction. (1) Reactant: [F:1][CH:2]([F:40])[C:3]1[CH:8]=[CH:7][N:6]=[C:5]([NH:9][C:10]2[CH:11]=[C:12]([C:17]3[N:18]=[N:19][N:20]([CH2:22][CH:23]4[CH2:27][N:26](CC5C=CC(OC)=CC=5OC)[C:25](=[O:39])[CH2:24]4)[CH:21]=3)[CH:13]=[C:14]([CH3:16])[CH:15]=2)[N:4]=1. Product: [F:40][CH:2]([F:1])[C:3]1[CH:8]=[CH:7][N:6]=[C:5]([NH:9][C:10]2[CH:11]=[C:12]([C:17]3[N:18]=[N:19][N:20]([CH2:22][CH:23]4[CH2:27][NH:26][C:25](=[O:39])[CH2:24]4)[CH:21]=3)[CH:13]=[C:14]([CH3:16])[CH:15]=2)[N:4]=1. The catalyst class is: 484. (2) Reactant: [Br:1][C:2]1[CH:3]=[C:4]([N+:9]([O-:11])=[O:10])[C:5](Cl)=[N:6][CH:7]=1.[NH2:12][CH2:13][CH2:14][N:15]1[CH2:19][CH2:18][CH2:17][CH2:16]1.O.Cl. Product: [Br:1][C:2]1[CH:3]=[C:4]([N+:9]([O-:11])=[O:10])[C:5]([NH:12][CH2:13][CH2:14][N:15]2[CH2:19][CH2:18][CH2:17][CH2:16]2)=[N:6][CH:7]=1. The catalyst class is: 51. (3) Reactant: [Cl:1][C:2]1[CH:7]=[CH:6][C:5]([N:8]([C@H:12]2[C:21]3[C:16](=[CH:17][CH:18]=[CH:19][CH:20]=3)[N:15]([C:22](=[O:32])[C:23]3[CH:28]=[CH:27][C:26]([O:29]C)=[C:25]([F:31])[CH:24]=3)[C@@H:14]([CH3:33])[CH2:13]2)[C:9](=[O:11])[CH3:10])=[CH:4][CH:3]=1.B(Br)(Br)Br. Product: [Cl:1][C:2]1[CH:3]=[CH:4][C:5]([N:8]([C@H:12]2[C:21]3[C:16](=[CH:17][CH:18]=[CH:19][CH:20]=3)[N:15]([C:22](=[O:32])[C:23]3[CH:28]=[CH:27][C:26]([OH:29])=[C:25]([F:31])[CH:24]=3)[C@@H:14]([CH3:33])[CH2:13]2)[C:9](=[O:11])[CH3:10])=[CH:6][CH:7]=1. The catalyst class is: 4. (4) Product: [F:1][C:2]1[CH:3]=[C:4]([C:5]2[N:14]([CH3:13])[C:15](=[S:16])[NH:8][N:7]=2)[CH:9]=[C:10]([F:12])[CH:11]=1. Reactant: [F:1][C:2]1[CH:3]=[C:4]([CH:9]=[C:10]([F:12])[CH:11]=1)[C:5]([NH:7][NH2:8])=O.[CH3:13][N:14]=[C:15]=[S:16].C([O-])(O)=O.[Na+].Cl. The catalyst class is: 378. (5) Reactant: [CH3:1][C:2]1[N:7]=[CH:6][C:5]([C:8]([OH:10])=O)=[CH:4][CH:3]=1.C(Cl)(=O)C([Cl:14])=O. Product: [CH3:1][C:2]1[N:7]=[CH:6][C:5]([C:8]([Cl:14])=[O:10])=[CH:4][CH:3]=1. The catalyst class is: 59. (6) Reactant: [CH3:1][C:2]1[N:7]=[C:6]2[NH:8][N:9]=[CH:10][C:5]2=[C:4]([NH2:11])[N:3]=1.C(=O)([O-])[O-].[K+].[K+].CNC1CCCCC1NC.[F:28][C:29]1[CH:34]=[CH:33][CH:32]=[CH:31][C:30]=1I. Product: [F:28][C:29]1[CH:34]=[CH:33][CH:32]=[CH:31][C:30]=1[N:8]1[C:6]2=[N:7][C:2]([CH3:1])=[N:3][C:4]([NH2:11])=[C:5]2[CH:10]=[N:9]1. The catalyst class is: 590. (7) Reactant: [Cl:1][C:2]1[C:11](Cl)=[N:10][C:9]2[C:4](=[CH:5][CH:6]=[C:7]([O:13][CH3:14])[CH:8]=2)[N:3]=1.[CH:15]1(B(O)O)[CH2:17][CH2:16]1.C(=O)([O-])[O-].[Cs+].[Cs+]. Product: [Cl:1][C:2]1[C:11]([CH:15]2[CH2:17][CH2:16]2)=[N:10][C:9]2[C:4](=[CH:5][CH:6]=[C:7]([O:13][CH3:14])[CH:8]=2)[N:3]=1. The catalyst class is: 752. (8) Reactant: N.[Cl:2][C:3]1[CH:16]=[CH:15][C:6]([CH2:7][N:8]2[CH2:12][CH2:11][CH:10](Br)[C:9]2=[O:14])=[CH:5][CH:4]=1.CO.C(Cl)Cl.C(=O)(OC(C)(C)C)[NH2:23]. Product: [Cl:2][C:3]1[CH:16]=[CH:15][C:6]([CH2:7][N:8]2[CH2:12][CH2:11][CH:10]([NH2:23])[C:9]2=[O:14])=[CH:5][CH:4]=1. The catalyst class is: 10. (9) Reactant: Br[C:2]1[C:11]([S:12]([N:15]2[CH2:21][CH2:20][CH2:19][N:18]([C:22]([O:24][C:25]([CH3:28])([CH3:27])[CH3:26])=[O:23])[CH2:17][C@@H:16]2[CH3:29])(=[O:14])=[O:13])=[CH:10][CH:9]=[C:8]2[C:3]=1[CH:4]=[CH:5][N:6]=[CH:7]2.[CH3:30]B(O)O.P([O-])([O-])([O-])=O.[K+].[K+].[K+].O. Product: [C:25]([O:24][C:22]([N:18]1[CH2:19][CH2:20][CH2:21][N:15]([S:12]([C:11]2[C:2]([CH3:30])=[C:3]3[C:8](=[CH:9][CH:10]=2)[CH:7]=[N:6][CH:5]=[CH:4]3)(=[O:14])=[O:13])[C@@H:16]([CH3:29])[CH2:17]1)=[O:23])([CH3:28])([CH3:27])[CH3:26]. The catalyst class is: 77. (10) Reactant: [O:1]1[C:5]2([CH2:10][CH2:9][C:8]([C:11]3[CH:16]=[CH:15][N:14]=[CH:13][CH:12]=3)=[CH:7][CH2:6]2)[O:4][CH2:3][CH2:2]1. Product: [O:1]1[C:5]2([CH2:6][CH2:7][CH:8]([C:11]3[CH:12]=[CH:13][N:14]=[CH:15][CH:16]=3)[CH2:9][CH2:10]2)[O:4][CH2:3][CH2:2]1. The catalyst class is: 5.